This data is from Full USPTO retrosynthesis dataset with 1.9M reactions from patents (1976-2016). The task is: Predict the reactants needed to synthesize the given product. (1) Given the product [C:7]([C:11]1[N:18]2[C:14]([S:15][CH:16]=[CH:17]2)=[C:13]([S:19][CH3:20])[N:12]=1)(=[O:8])[CH3:6], predict the reactants needed to synthesize it. The reactants are: C([Mg]Br)C.C1C[O:8][CH2:7][CH2:6]1.I[C:11]1[N:18]2[C:14]([S:15][CH:16]=[CH:17]2)=[C:13]([S:19][CH3:20])[N:12]=1.C(Cl)(=O)C.[Cl-].[NH4+]. (2) Given the product [Br:1][C:2]1[CH:7]=[CH:6][C:5]([C:8]2[CH:13]=[CH:12][C:11]([CH2:14][C:15]([N:20]([CH3:21])[CH3:19])=[O:17])=[CH:10][CH:9]=2)=[CH:4][CH:3]=1, predict the reactants needed to synthesize it. The reactants are: [Br:1][C:2]1[CH:7]=[CH:6][C:5]([C:8]2[CH:13]=[CH:12][C:11]([CH2:14][C:15]([OH:17])=O)=[CH:10][CH:9]=2)=[CH:4][CH:3]=1.Cl.[CH3:19][NH:20][CH3:21].[Cl-].COC1N=C(OC)N=C([N+]2(C)CCOCC2)N=1.CN1CCOCC1. (3) Given the product [NH2:7][CH2:6][C:5]1[C:4]([NH:3][CH2:1][CH3:2])=[N:11][C:10]([C:12]([F:13])([F:14])[F:15])=[CH:9][CH:8]=1, predict the reactants needed to synthesize it. The reactants are: [CH2:1]([NH:3][C:4]1[N:11]=[C:10]([C:12]([F:15])([F:14])[F:13])[CH:9]=[CH:8][C:5]=1[C:6]#[N:7])[CH3:2]. (4) Given the product [N+:1]([C:4]1[CH:5]=[C:6]([CH2:10][C:11]([NH:13][C@H:14]([C:16]([NH:19][CH:20]([CH2:25][C:26]2[CH:31]=[CH:30][CH:29]=[C:28]([OH:32])[CH:27]=2)[C:21]([O:23][CH3:24])=[O:22])=[O:18])[CH3:15])=[O:12])[CH:7]=[CH:8][CH:9]=1)([O-:3])=[O:2], predict the reactants needed to synthesize it. The reactants are: [N+:1]([C:4]1[CH:5]=[C:6]([CH2:10][C:11]([NH:13][C@H:14]([C:16]([OH:18])=O)[CH3:15])=[O:12])[CH:7]=[CH:8][CH:9]=1)([O-:3])=[O:2].[NH2:19][CH:20]([CH2:25][C:26]1[CH:31]=[CH:30][CH:29]=[C:28]([OH:32])[CH:27]=1)[C:21]([O:23][CH3:24])=[O:22]. (5) Given the product [Cl:34][C:31]1[CH:30]=[CH:29][C:28]([C:25]2[O:26][CH:27]=[C:23]([CH2:22][S:16][C:12]3[C:13]([C:14]#[N:15])=[C:8]([C:5]4[CH:6]=[CH:7][C:2]([OH:1])=[CH:3][CH:4]=4)[C:9]([C:19]#[N:20])=[C:10]([O:17][CH3:18])[N:11]=3)[N:24]=2)=[CH:33][CH:32]=1, predict the reactants needed to synthesize it. The reactants are: [OH:1][C:2]1[CH:7]=[CH:6][C:5]([C:8]2[C:13]([C:14]#[N:15])=[C:12]([SH:16])[N:11]=[C:10]([O:17][CH3:18])[C:9]=2[C:19]#[N:20])=[CH:4][CH:3]=1.Cl[CH2:22][C:23]1[N:24]=[C:25]([C:28]2[CH:33]=[CH:32][C:31]([Cl:34])=[CH:30][CH:29]=2)[O:26][CH:27]=1.C(=O)(O)[O-].[Na+]. (6) Given the product [N+:1]([C:4]1[C:8]([C:9]([O:11][CH3:12])=[O:10])=[N:7][N:6]([CH2:22][CH2:21][O:20][CH2:17][CH2:18][CH3:19])[C:5]=1[C:13]([O:15][CH3:16])=[O:14])([O-:3])=[O:2], predict the reactants needed to synthesize it. The reactants are: [N+:1]([C:4]1[C:5]([C:13]([O:15][CH3:16])=[O:14])=[N:6][NH:7][C:8]=1[C:9]([O:11][CH3:12])=[O:10])([O-:3])=[O:2].[CH2:17]([O:20][CH2:21][CH2:22]O)[CH2:18][CH3:19].C1(P(C2C=CC=CC=2)C2C=CC=CC=2)C=CC=CC=1.N(C(OC(C)C)=O)=NC(OC(C)C)=O. (7) Given the product [F:18][C:2]([F:1])([F:17])[C:3]1[CH:4]=[CH:5][C:6]([O:9][C:10]2[CH:11]=[CH:12][C:13]([O:16][C:29]([N:21]3[CH2:22][C:23]4[C:28](=[CH:27][CH:26]=[CH:25][CH:24]=4)[CH2:20]3)=[O:30])=[CH:14][CH:15]=2)=[N:7][CH:8]=1, predict the reactants needed to synthesize it. The reactants are: [F:1][C:2]([F:18])([F:17])[C:3]1[CH:4]=[CH:5][C:6]([O:9][C:10]2[CH:15]=[CH:14][C:13]([OH:16])=[CH:12][CH:11]=2)=[N:7][CH:8]=1.[I-].[CH2:20]1[C:28]2[C:23](=[CH:24][CH:25]=[CH:26][CH:27]=2)[CH2:22][N:21]1[C:29](N1C=C[N+](C)=C1)=[O:30].